From a dataset of Forward reaction prediction with 1.9M reactions from USPTO patents (1976-2016). Predict the product of the given reaction. (1) Given the reactants Cl[CH2:2][CH2:3][CH2:4][OH:5].[N+:6]([C:9]1[CH:14]=[CH:13][C:12]([SH:15])=[CH:11][CH:10]=1)([O-:8])=[O:7].[OH-].[Na+], predict the reaction product. The product is: [OH:5][CH2:4][CH2:3][CH2:2][S:15][C:12]1[CH:13]=[CH:14][C:9]([N+:6]([O-:8])=[O:7])=[CH:10][CH:11]=1. (2) Given the reactants [F:1][C:2]([F:23])([F:22])[C:3]1[CH:4]=[C:5]([CH:19]=[CH:20][CH:21]=1)[CH2:6][NH:7][C:8]([C:10]1[C:11]2[CH:12]=[N:13][NH:14][C:15]=2[CH:16]=[CH:17][CH:18]=1)=[O:9].C(=O)([O-])[O-].[K+].[K+].[F:30][C:31]1[CH:36]=[CH:35][C:34](I)=[CH:33][CH:32]=1.CN[C@@H]1CCCC[C@H]1NC, predict the reaction product. The product is: [F:23][C:2]([F:1])([F:22])[C:3]1[CH:4]=[C:5]([CH:19]=[CH:20][CH:21]=1)[CH2:6][NH:7][C:8]([C:10]1[C:11]2[CH:12]=[N:13][N:14]([C:34]3[CH:35]=[CH:36][C:31]([F:30])=[CH:32][CH:33]=3)[C:15]=2[CH:16]=[CH:17][CH:18]=1)=[O:9]. (3) Given the reactants [O:1]=[C:2]1[O:6][C@@H:5]([C@@H:7]([NH:15][C:16](=[O:22])[O:17][C:18]([CH3:21])([CH3:20])[CH3:19])[CH2:8][C:9]2[CH:14]=[CH:13][CH:12]=[CH:11][CH:10]=2)[CH2:4][CH:3]1[CH2:23][C:24]1[CH:29]=[CH:28][C:27]([C:30]2[CH:35]=[CH:34][CH:33]=[CH:32][N:31]=2)=[CH:26][CH:25]=1.[OH-:36].[Na+].N1C=CN=C1.[Si:43](Cl)([C:46]([CH3:49])([CH3:48])[CH3:47])([CH3:45])[CH3:44], predict the reaction product. The product is: [C:18]([O:17][C:16]([NH:15][C@@H:7]([CH2:8][C:9]1[CH:14]=[CH:13][CH:12]=[CH:11][CH:10]=1)[C@H:5]([O:6][Si:43]([C:46]([CH3:49])([CH3:48])[CH3:47])([CH3:45])[CH3:44])[CH2:4][CH:3]([CH2:23][C:24]1[CH:29]=[CH:28][C:27]([C:30]2[CH:35]=[CH:34][CH:33]=[CH:32][N:31]=2)=[CH:26][CH:25]=1)[C:2]([OH:36])=[O:1])=[O:22])([CH3:20])([CH3:21])[CH3:19]. (4) Given the reactants Cl[CH2:2][C:3]1[S:4][C:5]2[C:10]([N:11]=1)=[CH:9][CH:8]=[CH:7][N:6]=2.[N:12]1([C:18]2[N:25]=[CH:24][CH:23]=[CH:22][C:19]=2[C:20]#[N:21])[CH2:17][CH2:16][NH:15][CH2:14][CH2:13]1.CC(=O)OCC, predict the reaction product. The product is: [N:11]1[C:10]2[C:5](=[N:6][CH:7]=[CH:8][CH:9]=2)[S:4][C:3]=1[CH2:2][N:15]1[CH2:16][CH2:17][N:12]([C:18]2[N:25]=[CH:24][CH:23]=[CH:22][C:19]=2[C:20]#[N:21])[CH2:13][CH2:14]1. (5) Given the reactants COC([N:5]1[CH2:14][CH2:13][C:12]2[N:11]=[C:10]([Cl:15])[CH:9]=[CH:8][C:7]=2[C:6]1=[O:16])=O.C[O-].[Na+], predict the reaction product. The product is: [Cl:15][C:10]1[CH:9]=[CH:8][C:7]2[C:6](=[O:16])[NH:5][CH2:14][CH2:13][C:12]=2[N:11]=1. (6) Given the reactants [CH3:1][O:2][C:3](=[O:33])[CH2:4][C@H:5]1[C:9]2[CH:10]=[CH:11][C:12]([O:14][C@H:15]3[C:23]4[C:18](=[C:19](B5OC(C)(C)C(C)(C)O5)[CH:20]=[CH:21][CH:22]=4)[CH2:17][CH2:16]3)=[CH:13][C:8]=2[O:7][CH2:6]1.Br[C:35]1[C:40]([CH3:41])=[CH:39][CH:38]=[CH:37][N:36]=1, predict the reaction product. The product is: [CH3:1][O:2][C:3](=[O:33])[CH2:4][C@H:5]1[C:9]2[CH:10]=[CH:11][C:12]([O:14][C@H:15]3[C:23]4[C:18](=[C:19]([C:35]5[C:40]([CH3:41])=[CH:39][CH:38]=[CH:37][N:36]=5)[CH:20]=[CH:21][CH:22]=4)[CH2:17][CH2:16]3)=[CH:13][C:8]=2[O:7][CH2:6]1. (7) Given the reactants [F:1][C:2]1[C:7]([CH2:8][OH:9])=[CH:6][CH:5]=[CH:4][C:3]=1[N:10]1[CH2:15][CH2:14][CH:13]([C:16]([OH:18])=O)[CH2:12][CH2:11]1.[NH:19]1[CH2:24][CH2:23][O:22][CH2:21][CH2:20]1.CCN=C=NCCCN(C)C.Cl.C1C=CC2N(O)N=NC=2C=1.C(=O)([O-])O.[Na+], predict the reaction product. The product is: [F:1][C:2]1[C:7]([CH2:8][OH:9])=[CH:6][CH:5]=[CH:4][C:3]=1[N:10]1[CH2:11][CH2:12][CH:13]([C:16]([N:19]2[CH2:24][CH2:23][O:22][CH2:21][CH2:20]2)=[O:18])[CH2:14][CH2:15]1. (8) Given the reactants Br[C:2]1[CH:3]=[CH:4][C:5]2[C:6]3[CH2:15][N:14]([C:16]([O:18][C:19]([CH3:22])([CH3:21])[CH3:20])=[O:17])[CH2:13][CH2:12][C:7]=3[N:8]([CH3:11])[C:9]=2[CH:10]=1.[Cl:23][C:24]1[CH:38]=[CH:37][C:27]([CH2:28][O:29][C:30]2[CH:35]=[CH:34][NH:33][C:32](=[O:36])[CH:31]=2)=[CH:26][CH:25]=1, predict the reaction product. The product is: [Cl:23][C:24]1[CH:38]=[CH:37][C:27]([CH2:28][O:29][C:30]2[CH:35]=[CH:34][N:33]([C:2]3[CH:3]=[CH:4][C:5]4[C:6]5[CH2:15][N:14]([C:16]([O:18][C:19]([CH3:22])([CH3:21])[CH3:20])=[O:17])[CH2:13][CH2:12][C:7]=5[N:8]([CH3:11])[C:9]=4[CH:10]=3)[C:32](=[O:36])[CH:31]=2)=[CH:26][CH:25]=1. (9) Given the reactants [CH2:1]([O:3][C:4]([C:6]1[N:7]=[C:8]([N:11]2[CH2:16][CH2:15][CH:14](OS(C)(=O)=O)[CH2:13][CH2:12]2)[S:9][CH:10]=1)=[O:5])[CH3:2].[C:22]([O-:25])(=[S:24])[CH3:23].[K+], predict the reaction product. The product is: [C:22]([S:24][CH:14]1[CH2:13][CH2:12][N:11]([C:8]2[S:9][CH:10]=[C:6]([C:4]([O:3][CH2:1][CH3:2])=[O:5])[N:7]=2)[CH2:16][CH2:15]1)(=[O:25])[CH3:23].